From a dataset of Peptide-MHC class I binding affinity with 185,985 pairs from IEDB/IMGT. Regression. Given a peptide amino acid sequence and an MHC pseudo amino acid sequence, predict their binding affinity value. This is MHC class I binding data. (1) The peptide sequence is SSDDIPPRW. The MHC is HLA-B07:02 with pseudo-sequence HLA-B07:02. The binding affinity (normalized) is 0.0847. (2) The peptide sequence is YTHGIVFDGK. The MHC is HLA-A03:01 with pseudo-sequence HLA-A03:01. The binding affinity (normalized) is 0.814. (3) The peptide sequence is YRAVVPLVY. The MHC is HLA-B57:01 with pseudo-sequence HLA-B57:01. The binding affinity (normalized) is 0.128.